The task is: Predict which catalyst facilitates the given reaction.. This data is from Catalyst prediction with 721,799 reactions and 888 catalyst types from USPTO. (1) Reactant: [C:1]([O:5][C:6]([N:8]1[CH2:13][CH2:12][C:11]([OH:15])([CH3:14])[CH2:10][CH2:9]1)=[O:7])([CH3:4])([CH3:3])[CH3:2].[OH:16][C:17]1[CH:22]=[CH:21][CH:20]=[CH:19][C:18]=1[C:23]([F:26])([F:25])[F:24].C1(P(C2C=CC=CC=2)C2C=CC=CC=2)C=CC=CC=1.N(C(OCC)=O)=NC(OCC)=O. Product: [CH3:14][C:11]1([O:15][C:17]2[CH:22]=[CH:21][CH:20]=[CH:19][C:18]=2[C:23]([F:26])([F:25])[F:24])[CH2:10][CH2:9][NH:8][CH2:13][CH2:12]1.[C:1]([O:5][C:6]([N:8]1[CH2:13][CH2:12][C:11]([CH3:14])([O:16][C:17]2[CH:22]=[CH:21][CH:20]=[CH:19][C:18]=2[C:23]([F:24])([F:25])[F:26])[CH2:10][CH2:9]1)=[O:7])([CH3:4])([CH3:2])[CH3:3]. The catalyst class is: 11. (2) Reactant: [OH:1][C:2]1[CH:3]=[C:4]([C:8]2[N:9]=[C:10]3[C:15](=[N:16][C:17]=2[C:18]2[CH:23]=[CH:22][CH:21]=[C:20]([OH:24])[CH:19]=2)[N:14]=[C:13]([NH2:25])[N:12]=[C:11]3[NH2:26])[CH:5]=[CH:6][CH:7]=1.[CH3:27][S:28]([OH:31])(=[O:30])=[O:29].N1C2C(=NC=CN=2)C=NC=1.C(OCC)C. Product: [CH3:27][S:28]([OH:31])(=[O:30])=[O:29].[OH:1][C:2]1[CH:3]=[C:4]([C:8]2[N:9]=[C:10]3[C:15](=[N:16][C:17]=2[C:18]2[CH:23]=[CH:22][CH:21]=[C:20]([OH:24])[CH:19]=2)[N:14]=[C:13]([NH2:25])[N:12]=[C:11]3[NH2:26])[CH:5]=[CH:6][CH:7]=1. The catalyst class is: 5. (3) Reactant: [ClH:1].[F:2][C:3]1[CH:8]=[CH:7][C:6]([C:9](=[O:28])[CH2:10][N:11]2[CH2:16][CH2:15][CH:14]([CH2:17][N:18]3[CH2:26][C:25]4[C:20](=[CH:21][CH:22]=[CH:23][CH:24]=4)[C:19]3=[O:27])[CH2:13][CH2:12]2)=[CH:5][CH:4]=1.O.CC(C)=[O:32]. Product: [OH2:27].[OH2:32].[ClH:1].[F:2][C:3]1[CH:8]=[CH:7][C:6]([C:9](=[O:28])[CH2:10][N:11]2[CH2:12][CH2:13][CH:14]([CH2:17][N:18]3[CH2:26][C:25]4[C:20](=[CH:21][CH:22]=[CH:23][CH:24]=4)[C:19]3=[O:27])[CH2:15][CH2:16]2)=[CH:5][CH:4]=1. The catalyst class is: 13. (4) Reactant: Br[C:2]1[N:6]([C:7]2[CH:12]=[CH:11][C:10]([O:13][CH3:14])=[CH:9][CH:8]=2)[N:5]=[C:4]([CH2:15][CH2:16][CH3:17])[CH:3]=1.[CH3:18][C:19]1[C:23](B(O)O)=[C:22]([CH3:27])[O:21][N:20]=1.C([O-])([O-])=O.[K+].[K+].[I-].[Na+]. Product: [CH3:14][O:13][C:10]1[CH:11]=[CH:12][C:7]([N:6]2[C:2]([C:23]3[C:19]([CH3:18])=[N:20][O:21][C:22]=3[CH3:27])=[CH:3][C:4]([CH2:15][CH2:16][CH3:17])=[N:5]2)=[CH:8][CH:9]=1. The catalyst class is: 203. (5) Reactant: [NH2:1][C@@H:2]1[C@@H:7]([O:8][CH2:9][C:10]2[CH:15]=[CH:14][CH:13]=[CH:12][CH:11]=2)[C@H:6]([O:16][CH2:17][C:18]2[CH:23]=[CH:22][CH:21]=[CH:20][CH:19]=2)[C@@H:5]([CH2:24][O:25][CH2:26][C:27]2[CH:32]=[CH:31][CH:30]=[CH:29][CH:28]=2)[CH2:4][C@H:3]1[OH:33].C1N=CN([C:39]([N:41]2[CH:45]=N[CH:43]=[CH:42]2)=[S:40])C=1.N1CCC[CH2:47]1. Product: [CH2:9]([O:8][C@H:7]1[C@H:6]([O:16][CH2:17][C:18]2[CH:19]=[CH:20][CH:21]=[CH:22][CH:23]=2)[C@@H:5]([CH2:24][O:25][CH2:26][C:27]2[CH:32]=[CH:31][CH:30]=[CH:29][CH:28]=2)[CH2:4][C@@H:3]([OH:33])[C@@H:2]1[NH:1][C:39]([N:41]1[CH2:42][CH2:43][CH2:47][CH2:45]1)=[S:40])[C:10]1[CH:11]=[CH:12][CH:13]=[CH:14][CH:15]=1. The catalyst class is: 2. (6) Reactant: [Br:1]N1C(=O)CCC1=O.[CH3:9][O:10][C:11](=[O:22])[C:12]1[CH:17]=[CH:16][C:15]([N+:18]([O-:20])=[O:19])=[CH:14][C:13]=1[CH3:21].C1CCC(N=NC2(C#N)CCCCC2)(C#N)CC1. Product: [CH3:9][O:10][C:11](=[O:22])[C:12]1[CH:17]=[CH:16][C:15]([N+:18]([O-:20])=[O:19])=[CH:14][C:13]=1[CH2:21][Br:1]. The catalyst class is: 53. (7) Reactant: [Br:1][C:2]([Br:16])=[CH:3][C:4]1[CH:9]=[C:8]([O:10][CH2:11][CH3:12])[CH:7]=[CH:6][C:5]=1[N+:13]([O-])=O. Product: [Br:1][C:2]([Br:16])=[CH:3][C:4]1[CH:9]=[C:8]([O:10][CH2:11][CH3:12])[CH:7]=[CH:6][C:5]=1[NH2:13]. The catalyst class is: 465. (8) Reactant: [CH:1]([C:4]1[CH:9]=[C:8]([N+:10]([O-:12])=[O:11])[CH:7]=[CH:6][C:5]=1[OH:13])([CH3:3])[CH3:2].[C:14]([O-])([O-])=O.[K+].[K+].IC. Product: [CH:1]([C:4]1[CH:9]=[C:8]([N+:10]([O-:12])=[O:11])[CH:7]=[CH:6][C:5]=1[O:13][CH3:14])([CH3:3])[CH3:2]. The catalyst class is: 21.